This data is from Forward reaction prediction with 1.9M reactions from USPTO patents (1976-2016). The task is: Predict the product of the given reaction. Given the reactants [CH3:1][Mg]Br.[Br:4][C:5]1[CH:6]=[C:7]([C:11](=[O:16])[C:12]([F:15])([F:14])[F:13])[CH:8]=[CH:9][CH:10]=1.O.Cl, predict the reaction product. The product is: [Br:4][C:5]1[CH:6]=[C:7]([C:11]([OH:16])([CH3:1])[C:12]([F:14])([F:15])[F:13])[CH:8]=[CH:9][CH:10]=1.